Dataset: Forward reaction prediction with 1.9M reactions from USPTO patents (1976-2016). Task: Predict the product of the given reaction. Given the reactants [F:1][C:2]1[CH:19]=[CH:18][C:5]([N:6]([CH3:17])[S:7]([C:10]2[CH:15]=[CH:14][C:13]([CH3:16])=[CH:12][CH:11]=2)(=[O:9])=[O:8])=[CH:4][CH:3]=1.[N+:20]([O-])([OH:22])=[O:21].O.C(OCC)C, predict the reaction product. The product is: [F:1][C:2]1[CH:19]=[CH:18][C:5]([N:6]([CH3:17])[S:7]([C:10]2[CH:15]=[CH:14][C:13]([CH3:16])=[CH:12][CH:11]=2)(=[O:9])=[O:8])=[C:4]([N+:20]([O-:22])=[O:21])[CH:3]=1.